Dataset: Full USPTO retrosynthesis dataset with 1.9M reactions from patents (1976-2016). Task: Predict the reactants needed to synthesize the given product. Given the product [Cl:1][C:2]1[CH:8]=[CH:7][C:5]([N:6]2[CH:17]=[N:26][N:25]=[N:24]2)=[C:4]([C:9]2[CH:14]=[C:13]([O:15][CH3:16])[N:12]=[CH:11][N:10]=2)[CH:3]=1, predict the reactants needed to synthesize it. The reactants are: [Cl:1][C:2]1[CH:8]=[CH:7][C:5]([NH2:6])=[C:4]([C:9]2[CH:14]=[C:13]([O:15][CH3:16])[N:12]=[CH:11][N:10]=2)[CH:3]=1.[CH3:17]OC(OC)OC.[N-:24]=[N+:25]=[N-:26].[Na+].O.